Dataset: Catalyst prediction with 721,799 reactions and 888 catalyst types from USPTO. Task: Predict which catalyst facilitates the given reaction. Reactant: [C:1]1([S:7]([CH:10]([C:12]2[CH:13]=[C:14]3[C:18](=[CH:19][CH:20]=2)[NH:17][C:16]2[N:21]=[CH:22][CH:23]=[CH:24][C:15]3=2)[CH3:11])(=[O:9])=[O:8])[CH:6]=[CH:5][CH:4]=[CH:3][CH:2]=1.OO.O.CC[O:30]C(C)=O. Product: [C:1]1([S:7]([CH:10]([C:12]2[CH:13]=[C:14]3[C:18](=[CH:19][CH:20]=2)[NH:17][C:16]2=[N+:21]([O-:30])[CH:22]=[CH:23][CH:24]=[C:15]32)[CH3:11])(=[O:8])=[O:9])[CH:2]=[CH:3][CH:4]=[CH:5][CH:6]=1. The catalyst class is: 15.